This data is from Reaction yield outcomes from USPTO patents with 853,638 reactions. The task is: Predict the reaction yield, written as a fraction of the theoretical maximum amount of product (1.0 means a 100% yield; for example, 0.34 means a 34% yield). The reactants are Cl[C:2]1[C:3]2[S:10][CH:9]=[CH:8][C:4]=2[N:5]=[CH:6][N:7]=1.[OH:11][CH:12]1[CH2:17][CH2:16][NH:15][CH2:14][CH2:13]1.[N+](C1C=CC([O:27][C:28](=O)[NH:29][C:30]2[CH:35]=[CH:34][C:33]([O:36][CH:37]([CH3:39])[CH3:38])=[CH:32][CH:31]=2)=CC=1)([O-])=O.[H-].[Na+]. The catalyst is CCOC(C)=O. The product is [N:5]1[C:4]2[CH:8]=[CH:9][S:10][C:3]=2[C:2]([N:15]2[CH2:16][CH2:17][CH:12]([O:11][C:28](=[O:27])[NH:29][C:30]3[CH:35]=[CH:34][C:33]([O:36][CH:37]([CH3:38])[CH3:39])=[CH:32][CH:31]=3)[CH2:13][CH2:14]2)=[N:7][CH:6]=1. The yield is 0.620.